Task: Regression. Given two drug SMILES strings and cell line genomic features, predict the synergy score measuring deviation from expected non-interaction effect.. Dataset: NCI-60 drug combinations with 297,098 pairs across 59 cell lines (1) Drug 1: C1=NC2=C(N1)C(=S)N=C(N2)N. Drug 2: CC(C)(C#N)C1=CC(=CC(=C1)CN2C=NC=N2)C(C)(C)C#N. Cell line: SN12C. Synergy scores: CSS=18.3, Synergy_ZIP=-5.78, Synergy_Bliss=-5.33, Synergy_Loewe=-4.39, Synergy_HSA=-4.17. (2) Drug 1: C1=CC(=C2C(=C1NCCNCCO)C(=O)C3=C(C=CC(=C3C2=O)O)O)NCCNCCO. Drug 2: B(C(CC(C)C)NC(=O)C(CC1=CC=CC=C1)NC(=O)C2=NC=CN=C2)(O)O. Cell line: MALME-3M. Synergy scores: CSS=25.3, Synergy_ZIP=-6.01, Synergy_Bliss=0.782, Synergy_Loewe=-2.04, Synergy_HSA=2.50. (3) Drug 1: CC12CCC(CC1=CCC3C2CCC4(C3CC=C4C5=CN=CC=C5)C)O. Drug 2: CC(C)(C#N)C1=CC(=CC(=C1)CN2C=NC=N2)C(C)(C)C#N. Cell line: SK-MEL-2. Synergy scores: CSS=2.71, Synergy_ZIP=0.202, Synergy_Bliss=3.26, Synergy_Loewe=1.03, Synergy_HSA=1.03. (4) Drug 1: CC1CCC2CC(C(=CC=CC=CC(CC(C(=O)C(C(C(=CC(C(=O)CC(OC(=O)C3CCCCN3C(=O)C(=O)C1(O2)O)C(C)CC4CCC(C(C4)OC)O)C)C)O)OC)C)C)C)OC. Drug 2: CNC(=O)C1=NC=CC(=C1)OC2=CC=C(C=C2)NC(=O)NC3=CC(=C(C=C3)Cl)C(F)(F)F. Cell line: HCC-2998. Synergy scores: CSS=2.07, Synergy_ZIP=2.55, Synergy_Bliss=-3.73, Synergy_Loewe=-61.3, Synergy_HSA=-8.11. (5) Drug 1: CC1C(C(CC(O1)OC2CC(CC3=C2C(=C4C(=C3O)C(=O)C5=C(C4=O)C(=CC=C5)OC)O)(C(=O)CO)O)N)O.Cl. Drug 2: CCCCC(=O)OCC(=O)C1(CC(C2=C(C1)C(=C3C(=C2O)C(=O)C4=C(C3=O)C=CC=C4OC)O)OC5CC(C(C(O5)C)O)NC(=O)C(F)(F)F)O. Cell line: MCF7. Synergy scores: CSS=27.8, Synergy_ZIP=-6.40, Synergy_Bliss=-3.13, Synergy_Loewe=-3.38, Synergy_HSA=-0.358. (6) Drug 1: COC1=C2C(=CC3=C1OC=C3)C=CC(=O)O2. Drug 2: C1C(C(OC1N2C=NC(=NC2=O)N)CO)O. Cell line: UO-31. Synergy scores: CSS=3.44, Synergy_ZIP=-2.17, Synergy_Bliss=-0.0680, Synergy_Loewe=-9.79, Synergy_HSA=-4.01. (7) Drug 1: C1=CC=C(C(=C1)C(C2=CC=C(C=C2)Cl)C(Cl)Cl)Cl. Drug 2: COCCOC1=C(C=C2C(=C1)C(=NC=N2)NC3=CC=CC(=C3)C#C)OCCOC.Cl. Cell line: SW-620. Synergy scores: CSS=-0.999, Synergy_ZIP=1.56, Synergy_Bliss=1.91, Synergy_Loewe=0.0699, Synergy_HSA=-0.792.